This data is from NCI-60 drug combinations with 297,098 pairs across 59 cell lines. The task is: Regression. Given two drug SMILES strings and cell line genomic features, predict the synergy score measuring deviation from expected non-interaction effect. Drug 2: C1=NC(=NC(=O)N1C2C(C(C(O2)CO)O)O)N. Drug 1: CC1=C(C=C(C=C1)NC2=NC=CC(=N2)N(C)C3=CC4=NN(C(=C4C=C3)C)C)S(=O)(=O)N.Cl. Cell line: TK-10. Synergy scores: CSS=6.54, Synergy_ZIP=-0.234, Synergy_Bliss=2.39, Synergy_Loewe=-2.61, Synergy_HSA=0.233.